This data is from NCI-60 drug combinations with 297,098 pairs across 59 cell lines. The task is: Regression. Given two drug SMILES strings and cell line genomic features, predict the synergy score measuring deviation from expected non-interaction effect. (1) Drug 1: C1CC(=O)NC(=O)C1N2CC3=C(C2=O)C=CC=C3N. Drug 2: C1=C(C(=O)NC(=O)N1)N(CCCl)CCCl. Cell line: OVCAR-5. Synergy scores: CSS=13.7, Synergy_ZIP=-6.99, Synergy_Bliss=4.47, Synergy_Loewe=5.50, Synergy_HSA=5.67. (2) Drug 1: COC1=C(C=C2C(=C1)N=CN=C2NC3=CC(=C(C=C3)F)Cl)OCCCN4CCOCC4. Drug 2: CC1=C(C(=O)C2=C(C1=O)N3CC4C(C3(C2COC(=O)N)OC)N4)N. Cell line: LOX IMVI. Synergy scores: CSS=34.3, Synergy_ZIP=-1.87, Synergy_Bliss=-1.14, Synergy_Loewe=-15.7, Synergy_HSA=1.31.